Dataset: Catalyst prediction with 721,799 reactions and 888 catalyst types from USPTO. Task: Predict which catalyst facilitates the given reaction. (1) The catalyst class is: 35. Reactant: F[P-](F)(F)(F)(F)F.N1(O[P+](N2CCCC2)(N2CCCC2)N2CCCC2)C2C=CC=CC=2N=N1.[Br:34][C:35]1[CH:44]=[CH:43][CH:42]=[C:41]2[C:36]=1[CH2:37][C@H:38]([CH2:46][O:47][Si:48]([C:51]([CH3:54])([CH3:53])[CH3:52])([CH3:50])[CH3:49])[NH:39][C@H:40]2[CH3:45].[Cl:55][C:56]1[CH:61]=[CH:60][CH:59]=[C:58]([Cl:62])[C:57]=1[CH2:63][C:64](O)=[O:65].C(N(CC)CC)C. Product: [Br:34][C:35]1[CH:44]=[CH:43][CH:42]=[C:41]2[C:36]=1[CH2:37][C@H:38]([CH2:46][O:47][Si:48]([C:51]([CH3:53])([CH3:52])[CH3:54])([CH3:50])[CH3:49])[N:39]([C:64](=[O:65])[CH2:63][C:57]1[C:56]([Cl:55])=[CH:61][CH:60]=[CH:59][C:58]=1[Cl:62])[C@H:40]2[CH3:45]. (2) Product: [Br:20][C:21]1[CH:29]=[CH:28][CH:27]=[CH:26][C:22]=1[C:23]([N:10]1[CH2:11][CH2:12][C:7]2([CH2:2][CH2:3][N:4]([C:13]([O:15][C:16]([CH3:19])([CH3:18])[CH3:17])=[O:14])[CH2:5][CH2:6]2)[CH2:8][CH2:9]1)=[O:24]. The catalyst class is: 4. Reactant: Cl.[CH2:2]1[C:7]2([CH2:12][CH2:11][NH:10][CH2:9][CH2:8]2)[CH2:6][CH2:5][N:4]([C:13]([O:15][C:16]([CH3:19])([CH3:18])[CH3:17])=[O:14])[CH2:3]1.[Br:20][C:21]1[CH:29]=[CH:28][CH:27]=[CH:26][C:22]=1[C:23](O)=[O:24].CN(C(ON1N=NC2C=CC=CC1=2)=[N+](C)C)C.F[P-](F)(F)(F)(F)F.C(N(CC)CC)C. (3) Reactant: [C:1]([C:3]1[CH:8]=[C:7]([C@@H:9]([NH:12][S:13]([C:15]([CH3:18])([CH3:17])[CH3:16])=[O:14])[CH2:10][CH3:11])[CH:6]=[CH:5][N:4]=1)#[N:2].C(=O)([O-])[O-:20].[K+].[K+].OO. Product: [CH3:18][C:15]([S:13]([NH:12][C@H:9]([C:7]1[CH:6]=[CH:5][N:4]=[C:3]([C:1]([NH2:2])=[O:20])[CH:8]=1)[CH2:10][CH3:11])=[O:14])([CH3:17])[CH3:16]. The catalyst class is: 197. (4) Reactant: C(OC([N:11]1[CH2:16][CH2:15][CH:14]([NH:17][C:18]([NH:20][CH2:21][CH2:22][NH:23][C:24]([C:26]2[N:34]=[C:33]3[C:29]([N:30]=[CH:31][N:32]3[C@@H:35]3[CH2:39][C@H:38]([NH:40][C:41](=[O:44])[CH2:42][CH3:43])[C@@H:37]([OH:45])[C@H:36]3[OH:46])=[C:28]([NH:47][CH2:48][CH:49]([C:56]3[CH:61]=[CH:60][CH:59]=[CH:58][CH:57]=3)[C:50]3[CH:55]=[CH:54][CH:53]=[CH:52][CH:51]=3)[N:27]=2)=[O:25])=[O:19])[CH2:13][CH2:12]1)=O)C1C=CC=CC=1. Product: [NH:11]1[CH2:12][CH2:13][CH:14]([NH:17][C:18](=[O:19])[NH:20][CH2:21][CH2:22][NH:23][C:24]([C:26]2[N:34]=[C:33]3[C:29]([N:30]=[CH:31][N:32]3[C@@H:35]3[CH2:39][C@H:38]([NH:40][C:41](=[O:44])[CH2:42][CH3:43])[CH:37]([OH:45])[CH:36]3[OH:46])=[C:28]([NH:47][CH2:48][CH:49]([C:50]3[CH:51]=[CH:52][CH:53]=[CH:54][CH:55]=3)[C:56]3[CH:57]=[CH:58][CH:59]=[CH:60][CH:61]=3)[N:27]=2)=[O:25])[CH2:15][CH2:16]1. The catalyst class is: 105. (5) Reactant: Cl.[F:2][C:3]1[CH:8]=[CH:7][C:6]([CH:9]2[N:13]([S:14]([C:17]3[CH:22]=[CH:21][C:20]([CH3:23])=[CH:19][CH:18]=3)(=[O:16])=[O:15])[CH:12]([C:24]#[N:25])[CH2:11][CH2:10]2)=[CH:5][CH:4]=1.[CH3:26][NH:27]N.[CH2:29]([N:31](CC)CC)C. Product: [F:2][C:3]1[CH:4]=[CH:5][C:6]([CH:9]2[N:13]([S:14]([C:17]3[CH:18]=[CH:19][C:20]([CH3:23])=[CH:21][CH:22]=3)(=[O:16])=[O:15])[CH:12]([C:24]3[N:31]=[CH:29][N:27]([CH3:26])[N:25]=3)[CH2:11][CH2:10]2)=[CH:7][CH:8]=1. The catalyst class is: 14. (6) Reactant: [NH:1]1[CH2:6][CH2:5][C:4]2([O:11][C:10](=[O:12])[NH:9][C:8]3[CH:13]=[CH:14][CH:15]=[CH:16][C:7]2=3)[CH2:3][CH2:2]1.[CH3:17][CH:18]([CH3:22])[CH2:19][CH:20]=O.C(O[BH-](OC(=O)C)OC(=O)C)(=O)C.[Na+]. Product: [CH2:20]([N:1]1[CH2:2][CH2:3][C:4]2([O:11][C:10](=[O:12])[NH:9][C:8]3[CH:13]=[CH:14][CH:15]=[CH:16][C:7]2=3)[CH2:5][CH2:6]1)[CH2:19][CH:18]([CH3:22])[CH3:17]. The catalyst class is: 26.